From a dataset of Catalyst prediction with 721,799 reactions and 888 catalyst types from USPTO. Predict which catalyst facilitates the given reaction. (1) Reactant: [CH:1]1([C@H:4]2[C@H:13]([CH3:14])[C@@H:12]([NH:15][C:16]3[N:21]=[CH:20][CH:19]=[CH:18][N:17]=3)[C:11]3[C:6](=[CH:7][CH:8]=[C:9]([C:22]4[CH2:23][CH2:24][NH:25][CH2:26][CH:27]=4)[CH:10]=3)[N:5]2[C:28](=[O:30])[CH3:29])[CH2:3][CH2:2]1.Br[CH2:32][CH2:33][OH:34].CCN(C(C)C)C(C)C. Product: [CH:1]1([C@H:4]2[C@H:13]([CH3:14])[C@@H:12]([NH:15][C:16]3[N:17]=[CH:18][CH:19]=[CH:20][N:21]=3)[C:11]3[C:6](=[CH:7][CH:8]=[C:9]([C:22]4[CH2:23][CH2:24][N:25]([CH2:32][CH2:33][OH:34])[CH2:26][CH:27]=4)[CH:10]=3)[N:5]2[C:28](=[O:30])[CH3:29])[CH2:3][CH2:2]1. The catalyst class is: 4. (2) Reactant: [N@:1]1([C:8]([O:10][CH2:11][C:12]2[CH:17]=[CH:16][CH:15]=[CH:14][CH:13]=2)=[O:9])[CH2:3][CH:2]1[C:4]([O:6][CH3:7])=[O:5].[OH:18][CH2:19][C:20]([O:22][CH2:23][C:24]1[CH:29]=[CH:28][CH:27]=[CH:26][CH:25]=1)=[O:21].B(F)(F)F.CCOCC.N1CC1. Product: [CH2:23]([O:22][C:20](=[O:21])[CH2:19][O:18][CH2:3][C@@H:2]([C:4]([O:6][CH3:7])=[O:5])[NH:1][C:8]([O:10][CH2:11][C:12]1[CH:13]=[CH:14][CH:15]=[CH:16][CH:17]=1)=[O:9])[C:24]1[CH:29]=[CH:28][CH:27]=[CH:26][CH:25]=1. The catalyst class is: 2. (3) Reactant: [OH:1][C:2]1[CH:7]=[CH:6][N:5]([C:8]2[S:9][C:10]([C:14]([O:16][CH2:17][CH3:18])=[O:15])=[C:11]([CH3:13])[N:12]=2)[C:4](=[O:19])[CH:3]=1.[H-].[Na+].Br[CH2:23][C:24]1[O:25][C:26]([C:29]([F:32])([F:31])[F:30])=[CH:27][CH:28]=1. Product: [CH3:13][C:11]1[N:12]=[C:8]([N:5]2[CH:6]=[CH:7][C:2]([O:1][CH2:23][C:24]3[O:25][C:26]([C:29]([F:32])([F:31])[F:30])=[CH:27][CH:28]=3)=[CH:3][C:4]2=[O:19])[S:9][C:10]=1[C:14]([O:16][CH2:17][CH3:18])=[O:15]. The catalyst class is: 9. (4) Reactant: CCN=C=NCCCN(C)C.FC1C=C(NC([C:23]2[CH:24]=[C:25](C(O)=O)[CH:26]=[C:27]3[C:32]=2[O:31][C:30]([N:33]2[CH2:38][CH2:37][O:36][CH2:35][CH2:34]2)=[CH:29][C:28]3=[O:39])C)C=C(F)C=1.N1CC[C@H](O)C1.OP=O. Product: [O:36]1[CH2:37][CH2:38][N:33]([C:30]2[O:31][C:32]3[C:27]([C:28](=[O:39])[CH:29]=2)=[CH:26][CH:25]=[CH:24][CH:23]=3)[CH2:34][CH2:35]1. The catalyst class is: 2. (5) Reactant: N[C:2]1[C:11]([CH3:12])=[C:10]([CH3:13])[C:9]([Br:14])=[CH:8][C:3]=1[C:4]([O:6][CH3:7])=[O:5].N([O-])=[O:16].[Na+]. Product: [Br:14][C:9]1[C:10]([CH3:13])=[C:11]([CH3:12])[C:2]([OH:16])=[C:3]([CH:8]=1)[C:4]([O:6][CH3:7])=[O:5]. The catalyst class is: 65. (6) Reactant: [Br:1][C:2]1[CH:3]=[CH:4][C:5]2[O:9][CH:8](O)[C:7]([CH3:12])([CH3:11])[C:6]=2[CH:13]=1.C([SiH](CC)CC)C.C(O)(C(F)(F)F)=O.C(Cl)Cl. Product: [Br:1][C:2]1[CH:3]=[CH:4][C:5]2[O:9][CH2:8][C:7]([CH3:11])([CH3:12])[C:6]=2[CH:13]=1. The catalyst class is: 11. (7) The catalyst class is: 34. Reactant: [Cl:1][C:2]1[CH:3]=[C:4]([C@@:9]([NH:23][CH3:24])([CH2:20][CH:21]=[CH2:22])[CH2:10][N:11]([CH3:19])[C:12](=[O:18])[CH2:13][C:14]([F:17])([F:16])[F:15])[CH:5]=[CH:6][C:7]=1[Cl:8].C(N(CC)C(C)C)(C)C.[C:34](Cl)(=[O:38])[C:35](Cl)=[O:36].[CH2:40]([NH:42][C:43]1[CH:48]=[CH:47][CH:46]=[CH:45][CH:44]=1)[CH3:41]. Product: [F:15][C:14]([F:16])([F:17])[CH2:13][C:12]([N:11]([CH2:10][C@@:9]([N:23]([CH3:24])[C:34](=[O:38])[C:35]([N:42]([CH2:40][CH3:41])[C:43]1[CH:48]=[CH:47][CH:46]=[CH:45][CH:44]=1)=[O:36])([C:4]1[CH:5]=[CH:6][C:7]([Cl:8])=[C:2]([Cl:1])[CH:3]=1)[CH2:20][CH:21]=[CH2:22])[CH3:19])=[O:18]. (8) Reactant: [CH3:1][S:2]([O:5]S(C)(=O)=O)(=O)=[O:3].[NH2:10][CH2:11][CH2:12][O:13][CH2:14][CH2:15][N:16]1[C:24]2[C:23]([CH3:25])=[C:22]([CH3:26])[N:21]=[C:20]([NH2:27])[C:19]=2[N:18]=[C:17]1[CH3:28].C(N(CC)CC)C. Product: [NH2:27][C:20]1[C:19]2[N:18]=[C:17]([CH3:28])[N:16]([CH2:15][CH2:14][O:13][CH2:12][CH2:11][NH:10][S:2]([CH3:1])(=[O:5])=[O:3])[C:24]=2[C:23]([CH3:25])=[C:22]([CH3:26])[N:21]=1. The catalyst class is: 22.